Predict which catalyst facilitates the given reaction. From a dataset of Catalyst prediction with 721,799 reactions and 888 catalyst types from USPTO. The catalyst class is: 772. Product: [CH2:4]([C@@H:3]1[NH:6][C:7](=[O:13])[C:15]([F:22])([F:21])[C@@H:1]1[OH:2])[CH3:5]. Reactant: [CH:1]([C@@H:3]([NH:6][C:7](=[O:13])OC(C)(C)C)[CH2:4][CH3:5])=[O:2].Br[C:15]([F:22])([F:21])C(OCC)=O.S([O-])(O)(=O)=O.[K+].